Dataset: Full USPTO retrosynthesis dataset with 1.9M reactions from patents (1976-2016). Task: Predict the reactants needed to synthesize the given product. Given the product [CH3:7][N:8]1[C:16]2[C:11](=[N:12][CH:13]=[CH:14][CH:15]=2)[CH:10]=[C:9]1[Si:17]([CH2:22][CH3:23])([CH2:20][CH3:21])[CH2:18][CH3:19], predict the reactants needed to synthesize it. The reactants are: CC([O-])(C)C.[K+].[CH3:7][N:8]1[C:16]2[C:11](=[N:12][CH:13]=[CH:14][CH:15]=2)[CH:10]=[CH:9]1.[SiH:17]([CH2:22][CH3:23])([CH2:20][CH3:21])[CH2:18][CH3:19].